Task: Predict the product of the given reaction.. Dataset: Forward reaction prediction with 1.9M reactions from USPTO patents (1976-2016) (1) Given the reactants [Br:1][C:2]1[CH:3]=[C:4]([CH:7]=[C:8]([O:11][CH2:12][CH3:13])[C:9]=1[OH:10])[CH:5]=[O:6].[CH3:14][O:15][C:16](=[O:25])[C:17]1[CH:22]=[CH:21][CH:20]=[C:19]([CH2:23]Br)[CH:18]=1, predict the reaction product. The product is: [CH3:14][O:15][C:16](=[O:25])[C:17]1[CH:22]=[CH:21][CH:20]=[C:19]([CH2:23][O:10][C:9]2[C:8]([O:11][CH2:12][CH3:13])=[CH:7][C:4]([CH:5]=[O:6])=[CH:3][C:2]=2[Br:1])[CH:18]=1. (2) Given the reactants [C:1]1([C:7]2[CH:14]=[CH:13][C:10]([CH2:11][NH2:12])=[CH:9][CH:8]=2)[CH:6]=[CH:5][CH:4]=[CH:3][CH:2]=1.C([O:19][C:20]([C:22]1[CH:27]=[CH:26][CH:25]=[CH:24][C:23]=1[C:28]1[CH:33]=[CH:32][C:31]([CH2:34][N:35]2[C:43]3[C:38](=[CH:39][C:40]([C:44](O)=[O:45])=[CH:41][CH:42]=3)[C:37]([CH3:47])=[C:36]2[CH3:48])=[CH:30][CH:29]=1)=[O:21])(C)(C)C, predict the reaction product. The product is: [C:7]1([C:1]2[CH:2]=[CH:3][CH:4]=[CH:5][CH:6]=2)[CH:8]=[CH:9][C:10]([CH2:11][NH:12][C:44]([C:40]2[CH:39]=[C:38]3[C:43](=[CH:42][CH:41]=2)[N:35]([CH2:34][C:31]2[CH:30]=[CH:29][C:28]([C:23]4[C:22]([C:20]([OH:21])=[O:19])=[CH:27][CH:26]=[CH:25][CH:24]=4)=[CH:33][CH:32]=2)[C:36]([CH3:48])=[C:37]3[CH3:47])=[O:45])=[CH:13][CH:14]=1. (3) Given the reactants [O:1]=[C:2]1[C:10]2([CH2:18][C:17]3[C:12](=[CH:13][CH:14]=[C:15](C(O)=O)[CH:16]=3)[CH2:11]2)[C:9]2[C:4](=[CH:5][CH:6]=[CH:7][CH:8]=2)[NH:3]1.C1(P(N=[N+]=[N-])(C2C=CC=CC=2)=[O:29])C=CC=CC=1.C([N:41]([CH2:44]C)CC)C.[CH3:46][C:47]([OH:50])([CH3:49])[CH3:48], predict the reaction product. The product is: [O:1]=[C:2]1[C:10]2([CH2:18][C:17]3[C:12](=[CH:13][CH:14]=[C:15]([NH:41][C:44](=[O:29])[O:50][C:47]([CH3:49])([CH3:48])[CH3:46])[CH:16]=3)[CH2:11]2)[C:9]2[C:4](=[CH:5][CH:6]=[CH:7][CH:8]=2)[NH:3]1.